This data is from Full USPTO retrosynthesis dataset with 1.9M reactions from patents (1976-2016). The task is: Predict the reactants needed to synthesize the given product. The reactants are: [Si:1]([O:8][CH2:9][CH:10]([OH:23])[CH2:11][C:12]1[C:13]([CH3:22])=[C:14]2[C:18](=[CH:19][CH:20]=1)[C:17](=[O:21])[O:16][CH2:15]2)([C:4]([CH3:7])([CH3:6])[CH3:5])([CH3:3])[CH3:2].CC(OI1(OC(C)=O)(OC(C)=O)OC(=O)C2C=CC=CC1=2)=O. Given the product [Si:1]([O:8][CH2:9][C:10](=[O:23])[CH2:11][C:12]1[C:13]([CH3:22])=[C:14]2[C:18](=[CH:19][CH:20]=1)[C:17](=[O:21])[O:16][CH2:15]2)([C:4]([CH3:5])([CH3:7])[CH3:6])([CH3:3])[CH3:2], predict the reactants needed to synthesize it.